From a dataset of Peptide-MHC class II binding affinity with 134,281 pairs from IEDB. Regression. Given a peptide amino acid sequence and an MHC pseudo amino acid sequence, predict their binding affinity value. This is MHC class II binding data. (1) The peptide sequence is SGIAFGSMAKKGDEQ. The MHC is DRB1_0401 with pseudo-sequence DRB1_0401. The binding affinity (normalized) is 0.107. (2) The peptide sequence is AAKAAAMRKAYAVNR. The MHC is H-2-IAd with pseudo-sequence H-2-IAd. The binding affinity (normalized) is 0.335.